Dataset: M1 muscarinic receptor antagonist screen with 61,756 compounds. Task: Binary Classification. Given a drug SMILES string, predict its activity (active/inactive) in a high-throughput screening assay against a specified biological target. The molecule is Clc1n(nc(c1C(=O)NCC(O)=O)C)c1ccccc1. The result is 0 (inactive).